This data is from Full USPTO retrosynthesis dataset with 1.9M reactions from patents (1976-2016). The task is: Predict the reactants needed to synthesize the given product. (1) Given the product [F:1][C:2]1[C:7]([O:8][CH3:9])=[CH:6][C:5]([O:10][CH3:11])=[C:4]([F:12])[C:3]=1[C:13]1[N:18]=[CH:17][C:16]2[C:19]([C:41]3[CH:42]=[C:43]4[C:38](=[CH:39][CH:40]=3)[C:37](=[O:54])[N:36]([CH:33]3[CH2:34][CH2:35][N:30]([CH3:29])[CH2:31][CH2:32]3)[CH2:44]4)=[N:20][NH:21][C:15]=2[CH:14]=1, predict the reactants needed to synthesize it. The reactants are: [F:1][C:2]1[C:7]([O:8][CH3:9])=[CH:6][C:5]([O:10][CH3:11])=[C:4]([F:12])[C:3]=1[C:13]1[N:18]=[CH:17][C:16]2[C:19](I)=[N:20][N:21](C3CCCCO3)[C:15]=2[CH:14]=1.[CH3:29][N:30]1[CH2:35][CH2:34][CH:33]([N:36]2[CH2:44][C:43]3[C:38](=[CH:39][CH:40]=[C:41](B4OC(C)(C)C(C)(C)O4)[CH:42]=3)[C:37]2=[O:54])[CH2:32][CH2:31]1. (2) The reactants are: C([O:8][CH2:9][C:10]1[NH:15][C:14](=[O:16])[C:13]2=[CH:17][N:18]=[C:19]([C:20]3[CH2:21][CH2:22][O:23][CH2:24][CH:25]=3)[N:12]2[N:11]=1)C1C=CC=CC=1.[H][H]. Given the product [OH:8][CH2:9][C:10]1[NH:15][C:14](=[O:16])[C:13]2=[CH:17][N:18]=[C:19]([CH:20]3[CH2:21][CH2:22][O:23][CH2:24][CH2:25]3)[N:12]2[N:11]=1, predict the reactants needed to synthesize it. (3) The reactants are: [O:1]=[S:2]1(=[O:16])[CH2:6][CH2:5][CH2:4][N:3]1[C:7]1[CH:15]=[CH:14][C:10]([C:11]([OH:13])=O)=[CH:9][CH:8]=1.Cl.[CH:18]1([C:21]2[CH:22]=[C:23]([CH3:33])[C:24]([N:27]3[CH2:32][CH2:31][NH:30][CH2:29][CH2:28]3)=[N:25][CH:26]=2)[CH2:20][CH2:19]1. Given the product [CH:18]1([C:21]2[CH:22]=[C:23]([CH3:33])[C:24]([N:27]3[CH2:28][CH2:29][N:30]([C:11]([C:10]4[CH:9]=[CH:8][C:7]([N:3]5[CH2:4][CH2:5][CH2:6][S:2]5(=[O:1])=[O:16])=[CH:15][CH:14]=4)=[O:13])[CH2:31][CH2:32]3)=[N:25][CH:26]=2)[CH2:20][CH2:19]1, predict the reactants needed to synthesize it. (4) The reactants are: [NH2:1][C:2]1[CH:17]=[CH:16][CH:15]=[C:14]([F:18])[C:3]=1[C:4]([NH:6][C:7]1[CH:12]=[CH:11][CH:10]=[CH:9][C:8]=1[Cl:13])=[O:5].[Cl:19][CH2:20][C:21](Cl)=O. Given the product [Cl:19][CH2:20][C:21]1[N:6]([C:7]2[CH:12]=[CH:11][CH:10]=[CH:9][C:8]=2[Cl:13])[C:4](=[O:5])[C:3]2[C:2](=[CH:17][CH:16]=[CH:15][C:14]=2[F:18])[N:1]=1, predict the reactants needed to synthesize it. (5) Given the product [CH3:17][C:16]1[CH:18]=[CH:19][C:13]([S:10]([O:9][CH2:8][CH:4]2[CH2:5][C:6]([CH3:7])=[C:2]([CH3:1])[CH2:3]2)(=[O:12])=[O:11])=[CH:14][CH:15]=1, predict the reactants needed to synthesize it. The reactants are: [CH3:1][C:2]1[CH2:3][CH:4]([CH2:8][OH:9])[CH2:5][C:6]=1[CH3:7].[S:10](Cl)([C:13]1[CH:19]=[CH:18][C:16]([CH3:17])=[CH:15][CH:14]=1)(=[O:12])=[O:11].CCN(CC)CC.